From a dataset of Full USPTO retrosynthesis dataset with 1.9M reactions from patents (1976-2016). Predict the reactants needed to synthesize the given product. (1) Given the product [F:29][C:28]1[CH:27]=[CH:26][C:10]([NH:11][C:12]2[C:21]3[C:16](=[CH:17][C:18]([O:24][CH3:25])=[C:19]([O:22][CH3:23])[CH:20]=3)[N:15]=[CH:14][N:13]=2)=[CH:9][C:8]=1[NH:7][C:2]([O:4][CH2:5][CH3:6])=[O:3], predict the reactants needed to synthesize it. The reactants are: Cl[C:2]([O:4][CH2:5][CH3:6])=[O:3].[NH2:7][C:8]1[CH:9]=[C:10]([CH:26]=[CH:27][C:28]=1[F:29])[NH:11][C:12]1[C:21]2[C:16](=[CH:17][C:18]([O:24][CH3:25])=[C:19]([O:22][CH3:23])[CH:20]=2)[N:15]=[CH:14][N:13]=1.C(N(CC)CC)C. (2) Given the product [NH:44]1[C:110](=[O:111])[C@H:97]([CH2:98][CH2:99][CH2:100][CH2:101][NH:102][C:103]([O:105][C:106]([CH3:107])([CH3:109])[CH3:108])=[O:104])[NH:96][C:94](=[O:95])[C@@H:86]([CH2:87][C:88]2[CH:89]=[CH:90][CH:91]=[CH:92][CH:93]=2)[NH:85][C:83](=[O:84])[C@H:74]([CH2:75][C:76](=[O:82])[O:77][C:78]([CH3:79])([CH3:80])[CH3:81])[NH:73][C:71](=[O:72])[CH2:70][NH:69][C:67](=[O:68])[C@@H:45]1[CH2:46][CH2:47][CH2:48][NH:49][C:50](=[NH:66])[NH:51][S:52]([C:55]1[C:64]([CH3:65])=[C:62]([CH3:63])[C:59]([O:60][CH3:61])=[CH:58][C:56]=1[CH3:57])(=[O:54])=[O:53], predict the reactants needed to synthesize it. The reactants are: N1C(=O)[C@H](CCCCN)NC(=O)[C@@H](CC2C=CC=CC=2)NC(=O)[C@H](CC(=O)O)NC(=O)CNC(=O)[C@@H]1CCCNC(=N)N.[NH2:44][C@H:45]([C:67]([NH:69][CH2:70][C:71]([NH:73][C@H:74]([C:83]([NH:85][C@@H:86]([C:94]([NH:96][C@H:97]([C:110](O)=[O:111])[CH2:98][CH2:99][CH2:100][CH2:101][NH:102][C:103]([O:105][C:106]([CH3:109])([CH3:108])[CH3:107])=[O:104])=[O:95])[CH2:87][C:88]1[CH:93]=[CH:92][CH:91]=[CH:90][CH:89]=1)=[O:84])[CH2:75][C:76](=[O:82])[O:77][C:78]([CH3:81])([CH3:80])[CH3:79])=[O:72])=[O:68])[CH2:46][CH2:47][CH2:48][NH:49][C:50](=[NH:66])[NH:51][S:52]([C:55]1[C:64]([CH3:65])=[C:62]([CH3:63])[C:59]([O:60][CH3:61])=[CH:58][C:56]=1[CH3:57])(=[O:54])=[O:53]. (3) Given the product [CH3:20][C:14]1([CH3:21])[CH2:13][C:12]2[S:11][C:10]3[C:9](=[O:22])[N:8]([C:4]4[C:3]([CH:23]=[O:24])=[C:2]([C:43]5[CH:44]=[C:39]([NH:38][C:36]6[CH:37]=[C:31]7[CH2:30][N:29]([CH2:28][CH2:27][O:26][CH3:25])[CH2:34][CH2:33][N:32]7[N:35]=6)[C:40](=[O:55])[N:41]([CH3:54])[CH:42]=5)[CH:7]=[CH:6][N:5]=4)[N:19]=[CH:18][C:17]=3[C:16]=2[CH2:15]1, predict the reactants needed to synthesize it. The reactants are: Cl[C:2]1[CH:7]=[CH:6][N:5]=[C:4]([N:8]2[N:19]=[CH:18][C:17]3[C:16]4[CH2:15][C:14]([CH3:21])([CH3:20])[CH2:13][C:12]=4[S:11][C:10]=3[C:9]2=[O:22])[C:3]=1[CH:23]=[O:24].[CH3:25][O:26][CH2:27][CH2:28][N:29]1[CH2:34][CH2:33][N:32]2[N:35]=[C:36]([NH:38][C:39]3[C:40](=[O:55])[N:41]([CH3:54])[CH:42]=[C:43](B4OC(C)(C)C(C)(C)O4)[CH:44]=3)[CH:37]=[C:31]2[CH2:30]1.[O-]P([O-])([O-])=O.[K+].[K+].[K+].C([O-])(=O)C.[Na+]. (4) Given the product [F:1][C:2]1[C:3]2[O:28][N:27]=[C:26]([C:29]3[CH:34]=[CH:33][N:32]=[C:31]([O:41][CH3:40])[N:30]=3)[C:4]=2[CH:5]=[C:6]2[C:19]=1[N:18]1[CH2:20][C@@H:21]([CH3:25])[O:22][C@@H:23]([CH3:24])[C@@H:17]1[C:8]1([C:13](=[O:14])[NH:12][C:11](=[O:15])[NH:10][C:9]1=[O:16])[CH2:7]2, predict the reactants needed to synthesize it. The reactants are: [F:1][C:2]1[C:3]2[O:28][N:27]=[C:26]([C:29]3[CH:34]=[CH:33][N:32]=[C:31](S(C)(=O)=O)[N:30]=3)[C:4]=2[CH:5]=[C:6]2[C:19]=1[N:18]1[CH2:20][C@@H:21]([CH3:25])[O:22][C@@H:23]([CH3:24])[C@@H:17]1[C:8]1([C:13](=[O:14])[NH:12][C:11](=[O:15])[NH:10][C:9]1=[O:16])[CH2:7]2.N.[CH3:40][OH:41]. (5) Given the product [O:20]1[CH2:21][CH2:22][CH:17]([C:14]2[CH:15]=[CH:16][C:11]([CH2:10][C@@H:9]([C:23]([O:25][CH3:26])=[O:24])[NH2:8])=[CH:12][CH:13]=2)[CH2:18][CH2:19]1, predict the reactants needed to synthesize it. The reactants are: C(OC([NH:8][C@H:9]([C:23]([O:25][CH3:26])=[O:24])[CH2:10][C:11]1[CH:16]=[CH:15][C:14]([CH:17]2[CH2:22][CH2:21][O:20][CH2:19][CH2:18]2)=[CH:13][CH:12]=1)=O)(C)(C)C.Cl. (6) Given the product [F:1][C:2]1[CH:7]=[C:6]([N+:8]([O-:10])=[O:9])[C:5]([F:11])=[CH:4][C:3]=1[CH:12]([CH3:16])[C:13]([O:15][CH3:17])=[O:14], predict the reactants needed to synthesize it. The reactants are: [F:1][C:2]1[CH:7]=[C:6]([N+:8]([O-:10])=[O:9])[C:5]([F:11])=[CH:4][C:3]=1[CH:12]([CH3:16])[C:13]([OH:15])=[O:14].[CH3:17]O. (7) Given the product [Br:1][C:2]1[CH:3]=[C:4]2[C:8](=[CH:9][CH:10]=1)[CH2:7][C@H:6]([NH2:11])[CH2:5]2.[C@@:12]12([CH2:22][S:23]([OH:26])(=[O:24])=[O:25])[C:19]([CH3:21])([CH3:20])[CH:16]([CH2:17][CH2:18]1)[CH2:15][C:13]2=[O:14].[Br:1][C:2]1[CH:3]=[C:4]2[C:8](=[CH:9][CH:10]=1)[CH2:7][C@H:6]([NH2:11])[CH2:5]2, predict the reactants needed to synthesize it. The reactants are: [Br:1][C:2]1[CH:3]=[C:4]2[C:8](=[CH:9][CH:10]=1)[CH2:7][CH:6]([NH2:11])[CH2:5]2.[C@@:12]12([CH2:22][S:23]([OH:26])(=[O:25])=[O:24])[C:19]([CH3:21])([CH3:20])[CH:16]([CH2:17][CH2:18]1)[CH2:15][C:13]2=[O:14]. (8) Given the product [F:28][C:27]([F:30])([F:29])[C:26]([C:2]1[CH:7]=[CH:6][C:5]([CH:8]([NH:10][C:11](=[O:17])[O:12][C:13]([CH3:16])([CH3:15])[CH3:14])[CH3:9])=[CH:4][CH:3]=1)=[O:31], predict the reactants needed to synthesize it. The reactants are: Br[C:2]1[CH:7]=[CH:6][C:5]([CH:8]([NH:10][C:11](=[O:17])[O:12][C:13]([CH3:16])([CH3:15])[CH3:14])[CH3:9])=[CH:4][CH:3]=1.C([Li])CCC.C(N(CC)[C:26](=[O:31])[C:27]([F:30])([F:29])[F:28])C.